Dataset: Full USPTO retrosynthesis dataset with 1.9M reactions from patents (1976-2016). Task: Predict the reactants needed to synthesize the given product. (1) Given the product [CH:43]1([N:46]2[CH:51]=[CH:50][C:49]([C:16]3[CH:15]=[CH:14][C:13]([C:11]([N:7]4[CH2:6][CH2:5][C:4]([CH2:3][C:2]([OH:1])([CH3:36])[CH3:35])([C:29]5[CH:34]=[CH:33][CH:32]=[CH:31][CH:30]=5)[O:9][C:8]4=[O:10])([CH3:12])[CH3:28])=[CH:18][CH:17]=3)=[CH:48][C:47]2=[O:53])[CH2:45][CH2:44]1, predict the reactants needed to synthesize it. The reactants are: [OH:1][C:2]([CH3:36])([CH3:35])[CH2:3][C:4]1([C:29]2[CH:34]=[CH:33][CH:32]=[CH:31][CH:30]=2)[O:9][C:8](=[O:10])[N:7]([C:11]([CH3:28])([C:13]2[CH:18]=[CH:17][C:16](B3OC(C)(C)C(C)(C)O3)=[CH:15][CH:14]=2)[CH3:12])[CH2:6][CH2:5]1.C(=O)([O-])[O-].[Na+].[Na+].[CH:43]1([N:46]2[CH:51]=[CH:50][C:49](I)=[CH:48][C:47]2=[O:53])[CH2:45][CH2:44]1. (2) Given the product [C:9]([O:13][C:14]([N:16]1[CH2:5][CH2:4][C:19]2([CH2:18][CH2:22]2)[CH2:20][CH2:21]1)=[O:15])([CH3:10])([CH3:11])[CH3:12], predict the reactants needed to synthesize it. The reactants are: [Zn]([CH2:4][CH3:5])CC.ClCI.[C:9]([O:13][C:14]([N:16]1[CH2:21][CH2:20][C:19](=[CH2:22])[CH:18](O)C1)=[O:15])([CH3:12])([CH3:11])[CH3:10]. (3) Given the product [NH2:29][CH:30]1[CH2:35][CH2:34][CH:33]([NH:36][C:2]2[N:10]=[C:9]3[C:5]([N:6]=[CH:7][N:8]3[C@@H:11]3[CH2:15][C@H:14]([NH:16][C:17](=[O:20])[CH2:18][CH3:19])[C@@H:13]([OH:21])[C@H:12]3[OH:22])=[C:4]([NH:23][CH:24]([CH2:27][CH3:28])[CH2:25][CH3:26])[N:3]=2)[CH2:32][CH2:31]1, predict the reactants needed to synthesize it. The reactants are: Cl[C:2]1[N:10]=[C:9]2[C:5]([N:6]=[CH:7][N:8]2[C@@H:11]2[CH2:15][C@H:14]([NH:16][C:17](=[O:20])[CH2:18][CH3:19])[C@@H:13]([OH:21])[C@H:12]2[OH:22])=[C:4]([NH:23][CH:24]([CH2:27][CH3:28])[CH2:25][CH3:26])[N:3]=1.[NH2:29][C@H:30]1[CH2:35][CH2:34][C@H:33]([NH2:36])[CH2:32][CH2:31]1. (4) Given the product [C:22]([O:21][C:19]([N:26]1[CH2:31][CH2:30][N:29]([CH2:11][C:9]2[S:10][C:5]3[C:4]([N:13]4[CH2:18][CH2:17][O:16][CH2:15][CH2:14]4)=[N:3][C:2]([Cl:1])=[N:7][C:6]=3[CH:8]=2)[CH2:28][CH2:27]1)=[O:20])([CH3:25])([CH3:23])[CH3:24], predict the reactants needed to synthesize it. The reactants are: [Cl:1][C:2]1[N:3]=[C:4]([N:13]2[CH2:18][CH2:17][O:16][CH2:15][CH2:14]2)[C:5]2[S:10][C:9]([CH:11]=O)=[CH:8][C:6]=2[N:7]=1.[C:19]([N:26]1[CH2:31][CH2:30][NH:29][CH2:28][CH2:27]1)([O:21][C:22]([CH3:25])([CH3:24])[CH3:23])=[O:20].COC(OC)OC.C(O[BH-](OC(=O)C)OC(=O)C)(=O)C.[Na+]. (5) Given the product [CH3:22][C:21]1[CH:20]=[CH:19][N:18]=[CH:17][C:16]=1[N:13]1[CH2:14][CH2:15][N:11]([C:8]2[C:7]3[CH:2]=[N:3][CH:4]=[CH:5][C:6]=3[S:10][CH:9]=2)[C:12]1=[O:23], predict the reactants needed to synthesize it. The reactants are: Cl[C:2]1[C:7]2[C:8]([N:11]3[CH2:15][CH2:14][N:13]([C:16]4[CH:17]=[N:18][CH:19]=[CH:20][C:21]=4[CH3:22])[C:12]3=[O:23])=[CH:9][S:10][C:6]=2[CH:5]=[CH:4][N:3]=1.CO. (6) Given the product [C:20]([CH2:21][N:9]1[C:10]2[C:6](=[CH:5][CH:4]=[C:3]([O:2][CH3:1])[CH:11]=2)[CH:7]=[C:8]1[C:12]([O:14][CH2:15][CH3:16])=[O:13])#[N:22], predict the reactants needed to synthesize it. The reactants are: [CH3:1][O:2][C:3]1[CH:11]=[C:10]2[C:6]([CH:7]=[C:8]([C:12]([O:14][CH2:15][CH3:16])=[O:13])[NH:9]2)=[CH:5][CH:4]=1.[H-].[Na+].[Cl-].[C:20](#[N:22])[CH3:21]. (7) Given the product [C:1]([NH:4][C:5]1[N:6]=[C:7]([Cl:28])[C:8]2[N:14]=[C:13]([Cl:15])[CH:12]=[CH:11][C:9]=2[N:10]=1)(=[O:3])[CH3:2], predict the reactants needed to synthesize it. The reactants are: [C:1]([NH:4][C:5]1[NH:6][C:7](=O)[C:8]2[N:14]=[C:13]([Cl:15])[CH:12]=[CH:11][C:9]=2[N:10]=1)(=[O:3])[CH3:2].C(N(C(C)C)CC)(C)C.O=P(Cl)(Cl)[Cl:28]. (8) The reactants are: Cl.[NH2:2][C@@H:3]1[CH2:8][CH2:7][C@H:6]([NH:9][C:10]([C:12]2[C:16]3=[N:17][CH:18]=[CH:19][C:20]([C:21]4[CH:26]=[C:25]([F:27])[CH:24]=[CH:23][C:22]=4[O:28][CH2:29][CH:30]4[CH2:32][CH2:31]4)=[C:15]3[NH:14][C:13]=2[CH3:33])=[O:11])[CH2:5][CH2:4]1.[CH3:34][O:35][CH2:36][C:37](Cl)=[O:38]. Given the product [CH:30]1([CH2:29][O:28][C:22]2[CH:23]=[CH:24][C:25]([F:27])=[CH:26][C:21]=2[C:20]2[CH:19]=[CH:18][N:17]=[C:16]3[C:12]([C:10]([NH:9][C@H:6]4[CH2:7][CH2:8][C@@H:3]([NH:2][C:37](=[O:38])[CH2:36][O:35][CH3:34])[CH2:4][CH2:5]4)=[O:11])=[C:13]([CH3:33])[NH:14][C:15]=23)[CH2:31][CH2:32]1, predict the reactants needed to synthesize it. (9) Given the product [N+:19]([C:4]1[CH:5]=[C:6]([C:9]2[S:10][C:11]3[CH:17]=[C:16]([O:18][CH2:27][O:26][CH2:24][CH3:25])[CH:15]=[CH:14][C:12]=3[N:13]=2)[CH:7]=[CH:8][C:3]=1[NH:2][CH3:1])([O-:21])=[O:20], predict the reactants needed to synthesize it. The reactants are: [CH3:1][NH:2][C:3]1[CH:8]=[CH:7][C:6]([C:9]2[S:10][C:11]3[CH:17]=[C:16]([OH:18])[CH:15]=[CH:14][C:12]=3[N:13]=2)=[CH:5][C:4]=1[N+:19]([O-:21])=[O:20].[H-].[Na+].[CH2:24]([O:26][CH2:27]Cl)[CH3:25].